From a dataset of Forward reaction prediction with 1.9M reactions from USPTO patents (1976-2016). Predict the product of the given reaction. (1) Given the reactants Cl.[C:2]([N:10]1[CH2:15][CH2:14][CH2:13][C:12]([C:32]2[CH:37]=[CH:36][C:35]([Cl:38])=[C:34]([Cl:39])[CH:33]=2)([CH2:16][CH2:17][CH2:18][N:19]2[CH2:24][CH2:23][CH:22]([C:25](N3CCCC3)=O)[CH2:21][CH2:20]2)[CH2:11]1)(=[O:9])[C:3]1[CH:8]=[CH:7][CH:6]=[CH:5][CH:4]=1.[C:40]([O-:43])([O-])=O.[K+].[K+].O.Cl.CN([CH:51]=[O:52])C, predict the reaction product. The product is: [OH2:9].[ClH:38].[C:2]([N:10]1[CH2:15][CH2:14][CH2:13][C:12]([C:32]2[CH:37]=[CH:36][C:35]([Cl:38])=[C:34]([Cl:39])[CH:33]=2)([CH2:16][CH2:17][CH2:18][N:19]2[CH2:20][CH2:21][C:22]([O:52][CH2:51][CH2:40][OH:43])([C:25]3[CH:7]=[CH:8][CH:3]=[CH:4][CH:5]=3)[CH2:23][CH2:24]2)[CH2:11]1)(=[O:9])[C:3]1[CH:4]=[CH:5][CH:6]=[CH:7][CH:8]=1. (2) The product is: [CH2:1]([O:3][C:4]([C:5]1[CH:6]=[C:7]2[C:8](=[CH:9][CH:10]=1)[NH:11][C:20](=[O:21])[C:19]([C:15]1[S:14][CH:18]=[CH:17][CH:16]=1)=[N:12]2)=[O:13])[CH3:2]. Given the reactants [CH2:1]([O:3][C:4](=[O:13])[C:5]1[CH:10]=[CH:9][C:8]([NH2:11])=[C:7]([NH2:12])[CH:6]=1)[CH3:2].[S:14]1[CH:18]=[CH:17][CH:16]=[C:15]1[C:19](=O)[C:20](O)=[O:21], predict the reaction product. (3) Given the reactants [Si:1]([O:8][CH2:9][CH2:10][CH:11]1[N:16](S(C2C=CC=CC=2[N+]([O-])=O)(=O)=O)[CH2:15][CH2:14][N:13]([CH:29]([CH2:34][C:35]2[CH:44]=[CH:43][C:42]3[C:37](=[CH:38][CH:39]=[CH:40][CH:41]=3)[CH:36]=2)[C:30]([NH:32][CH3:33])=[O:31])[C:12]1=[O:45])([C:4]([CH3:7])([CH3:6])[CH3:5])([CH3:3])[CH3:2].FC(F)(F)C(O)=O, predict the reaction product. The product is: [Si:1]([O:8][CH2:9][CH2:10][CH:11]1[NH:16][CH2:15][CH2:14][N:13]([CH:29]([CH2:34][C:35]2[CH:44]=[CH:43][C:42]3[C:37](=[CH:38][CH:39]=[CH:40][CH:41]=3)[CH:36]=2)[C:30]([NH:32][CH3:33])=[O:31])[C:12]1=[O:45])([C:4]([CH3:7])([CH3:5])[CH3:6])([CH3:2])[CH3:3]. (4) Given the reactants [CH3:1][O:2][C:3](=[O:13])[CH:4](Br)[C:5]1[CH:10]=[CH:9][CH:8]=[C:7]([F:11])[CH:6]=1.CCN(C(C)C)C(C)C.[NH2:23][C:24]1[CH:29]=[CH:28][CH:27]=[CH:26][CH:25]=1, predict the reaction product. The product is: [CH3:1][O:2][C:3](=[O:13])[CH:4]([C:5]1[CH:10]=[CH:9][CH:8]=[C:7]([F:11])[CH:6]=1)[NH:23][C:24]1[CH:29]=[CH:28][CH:27]=[CH:26][CH:25]=1.